Dataset: Forward reaction prediction with 1.9M reactions from USPTO patents (1976-2016). Task: Predict the product of the given reaction. (1) Given the reactants [CH3:1][O:2][C:3](=[O:20])[C:4]1[CH:9]=[C:8](B2OC(C)(C)C(C)(C)O2)[CH:7]=[C:6]([Cl:19])[CH:5]=1.[F-].[Cs+].Br[C:24]1[CH:29]=[CH:28][CH:27]=[CH:26][N:25]=1, predict the reaction product. The product is: [CH3:1][O:2][C:3](=[O:20])[C:4]1[CH:9]=[C:8]([C:24]2[CH:29]=[CH:28][CH:27]=[CH:26][N:25]=2)[CH:7]=[C:6]([Cl:19])[CH:5]=1. (2) Given the reactants [H-].[Na+].[CH3:3][C:4]1([CH3:16])[CH2:9][CH2:8][CH2:7][CH:6]([CH3:10])[CH:5]1[CH2:11][CH2:12][C:13](=[O:15])[CH3:14].[CH2:17]([O:19][C:20](=[O:26])[C:21](OCC)=[O:22])[CH3:18].CC[O-].[Na+], predict the reaction product. The product is: [CH2:17]([O:19][C:20](=[O:26])[C:21](=[O:22])[CH2:14][C:13](=[O:15])[CH2:12][CH2:11][CH:5]1[CH:6]([CH3:10])[CH2:7][CH2:8][CH2:9][C:4]1([CH3:3])[CH3:16])[CH3:18]. (3) Given the reactants [Br:1][C:2]1[CH:7]=[CH:6][C:5]([C@:8]2([C:29]([F:32])([F:31])[F:30])[C:19]#[C:18][CH2:17][O:16][C:15](=[O:20])[CH2:14][C@@H:13]([C:21]([NH2:23])=O)[NH:12][C:11](=[O:24])[C@H:10]([CH2:25][CH:26]([CH3:28])[CH3:27])[NH:9]2)=[CH:4][CH:3]=1.N1C=CC=CC=1.C(OC(C(F)(F)F)=O)(C(F)(F)F)=O, predict the reaction product. The product is: [Br:1][C:2]1[CH:7]=[CH:6][C:5]([C@:8]2([C:29]([F:30])([F:31])[F:32])[C:19]#[C:18][CH2:17][O:16][C:15](=[O:20])[CH2:14][C@@H:13]([C:21]#[N:23])[NH:12][C:11](=[O:24])[C@H:10]([CH2:25][CH:26]([CH3:28])[CH3:27])[NH:9]2)=[CH:4][CH:3]=1.